From a dataset of Reaction yield outcomes from USPTO patents with 853,638 reactions. Predict the reaction yield, written as a fraction of the theoretical maximum amount of product (1.0 means a 100% yield; for example, 0.34 means a 34% yield). The reactants are [Cl-].[Cl-].[Cl-].[Al+3].[Br:5][C:6]1[CH:14]=[CH:13][C:9]([C:10](Cl)=[O:11])=[C:8]([F:15])[CH:7]=1.[Cl:16][CH2:17][CH2:18]Cl. No catalyst specified. The product is [Br:5][C:6]1[CH:14]=[CH:13][C:9]([C:10](=[O:11])[CH2:18][CH2:17][Cl:16])=[C:8]([F:15])[CH:7]=1. The yield is 0.680.